Dataset: Full USPTO retrosynthesis dataset with 1.9M reactions from patents (1976-2016). Task: Predict the reactants needed to synthesize the given product. (1) Given the product [NH2:40][C@H:10]1[C@H:9]([OH:8])[C@@H:14]([CH3:15])[CH2:13][N:12]([C:16]2[CH:21]=[CH:20][N:19]=[CH:18][C:17]=2[NH:22][C:23]2[N:27]3[N:28]=[C:29]([C:32]4[C:37]([F:38])=[CH:36][CH:35]=[CH:34][C:33]=4[F:39])[CH:30]=[CH:31][C:26]3=[CH:25][N:24]=2)[CH2:11]1, predict the reactants needed to synthesize it. The reactants are: [Si]([O:8][C@@H:9]1[C@@H:14]([CH3:15])[CH2:13][N:12]([C:16]2[CH:21]=[CH:20][N:19]=[CH:18][C:17]=2[NH:22][C:23]2[N:27]3[N:28]=[C:29]([C:32]4[C:37]([F:38])=[CH:36][CH:35]=[CH:34][C:33]=4[F:39])[CH:30]=[CH:31][C:26]3=[CH:25][N:24]=2)[CH2:11][C@H:10]1[NH:40]C(=O)OC(C)(C)C)(C(C)(C)C)(C)C.Cl. (2) Given the product [O:24]=[S:16]1(=[O:25])[C:17]2[CH:23]=[CH:22][CH:21]=[CH:20][C:18]=2[CH2:19][N:13]([C:4]2[CH:3]=[C:2]([NH:29][CH:27]([CH3:28])[CH2:26][NH2:30])[C:11]3[C:6](=[CH:7][CH:8]=[C:9]([CH3:12])[CH:10]=3)[N:5]=2)[CH2:14][CH2:15]1, predict the reactants needed to synthesize it. The reactants are: Cl[C:2]1[C:11]2[C:6](=[CH:7][CH:8]=[C:9]([CH3:12])[CH:10]=2)[N:5]=[C:4]([N:13]2[CH2:19][C:18]3[CH:20]=[CH:21][CH:22]=[CH:23][C:17]=3[S:16](=[O:25])(=[O:24])[CH2:15][CH2:14]2)[CH:3]=1.[CH2:26]([NH2:30])[CH:27]([NH2:29])[CH3:28]. (3) Given the product [CH2:13]([N:20]1[CH2:21][CH2:22][CH:23]([N:26]2[C:30]3[N:31]=[C:32]([C:41]4[CH:46]=[CH:45][C:44]([NH:47][C:5]([NH:52][CH2:51][CH2:50][N:49]([CH3:53])[CH3:48])=[O:11])=[CH:43][CH:42]=4)[N:33]=[C:34]([N:35]4[CH2:40][CH2:39][O:38][CH2:37][CH2:36]4)[C:29]=3[N:28]=[N:27]2)[CH2:24][CH2:25]1)[C:14]1[CH:19]=[CH:18][CH:17]=[CH:16][CH:15]=1, predict the reactants needed to synthesize it. The reactants are: ClC(Cl)(O[C:5](=[O:11])OC(Cl)(Cl)Cl)Cl.[CH2:13]([N:20]1[CH2:25][CH2:24][CH:23]([N:26]2[C:30]3[N:31]=[C:32]([C:41]4[CH:46]=[CH:45][C:44]([NH2:47])=[CH:43][CH:42]=4)[N:33]=[C:34]([N:35]4[CH2:40][CH2:39][O:38][CH2:37][CH2:36]4)[C:29]=3[N:28]=[N:27]2)[CH2:22][CH2:21]1)[C:14]1[CH:19]=[CH:18][CH:17]=[CH:16][CH:15]=1.[CH3:48][N:49]([CH3:53])[CH2:50][CH2:51][NH2:52].CCN(CC)CC. (4) Given the product [Cl:1][CH2:2][CH2:3][CH2:4][O:5][C:6]1[CH:11]=[CH:10][C:9]([C:16]2[CH2:15][CH2:14][CH2:13][N:12]=2)=[CH:8][CH:7]=1, predict the reactants needed to synthesize it. The reactants are: [Cl:1][CH2:2][CH2:3][CH2:4][O:5][C:6]1[CH:11]=[CH:10][CH:9]=[CH:8][CH:7]=1.[NH2:12][CH2:13][CH2:14][CH2:15][C:16](O)=O. (5) The reactants are: F[C:2]1[CH:7]=[C:6]([N+:8]([O-:10])=[O:9])[CH:5]=[CH:4][C:3]=1[N:11]1[CH2:16][CH2:15][O:14][CH2:13][C:12]1([CH3:18])[CH3:17].[CH3:19][O-:20].[Na+]. Given the product [CH3:19][O:20][C:2]1[CH:7]=[C:6]([N+:8]([O-:10])=[O:9])[CH:5]=[CH:4][C:3]=1[N:11]1[CH2:16][CH2:15][O:14][CH2:13][C:12]1([CH3:18])[CH3:17], predict the reactants needed to synthesize it. (6) Given the product [Cl:24][C:18]1[CH:17]=[C:16]([CH2:15][CH2:14][C:5]2([CH:9]3[CH2:13][CH2:12][CH2:11][CH2:10]3)[O:4][C:3](=[O:25])[C:2]([S:37][C:35]3[O:36][C:32]([C:29]4[CH:30]=[CH:31][N:26]=[CH:27][CH:28]=4)=[N:33][N:34]=3)=[C:7]([OH:8])[CH2:6]2)[CH:21]=[CH:20][C:19]=1[O:22][CH3:23], predict the reactants needed to synthesize it. The reactants are: Cl[CH:2]1[C:7](=[O:8])[CH2:6][C:5]([CH2:14][CH2:15][C:16]2[CH:21]=[CH:20][C:19]([O:22][CH3:23])=[C:18]([Cl:24])[CH:17]=2)([CH:9]2[CH2:13][CH2:12][CH2:11][CH2:10]2)[O:4][C:3]1=[O:25].[N:26]1[CH:31]=[CH:30][C:29]([C:32]2[O:36][C:35]([SH:37])=[N:34][N:33]=2)=[CH:28][CH:27]=1. (7) Given the product [CH3:1][C:2]1[CH:10]=[CH:9][CH:8]=[CH:7][C:3]=1[C:4]([O:6][CH3:11])=[O:5], predict the reactants needed to synthesize it. The reactants are: [CH3:1][C:2]1[CH:10]=[CH:9][CH:8]=[CH:7][C:3]=1[C:4]([OH:6])=[O:5].[CH3:11]O.Cl.